Dataset: Forward reaction prediction with 1.9M reactions from USPTO patents (1976-2016). Task: Predict the product of the given reaction. (1) Given the reactants C(OC(=O)[NH:7][C:8]1[CH:9]=[N:10][C:11]([CH:14]([F:16])[F:15])=[CH:12][CH:13]=1)(C)(C)C.FC(F)(F)C(O)=O.C(=O)([O-])O.[Na+], predict the reaction product. The product is: [F:15][CH:14]([F:16])[C:11]1[N:10]=[CH:9][C:8]([NH2:7])=[CH:13][CH:12]=1. (2) Given the reactants [Br:1][C:2]1[CH:7]=[C:6]([NH2:8])[C:5]([NH2:9])=[C:4]([N+:10]([O-:12])=[O:11])[CH:3]=1.[CH3:13][C:14](=O)CC(=O)C, predict the reaction product. The product is: [Br:1][C:2]1[CH:3]=[C:4]([N+:10]([O-:12])=[O:11])[C:5]2[N:9]=[C:13]([CH3:14])[NH:8][C:6]=2[CH:7]=1. (3) Given the reactants [CH3:1][O:2][C:3](=[O:37])[CH:4]=[CH:5][CH:6]1[CH:13]2[CH:9]([O:10][CH:11]([CH:14]=[CH:15][C:16]3[CH:21]=[CH:20][CH:19]=[CH:18][CH:17]=3)[O:12]2)[CH:8]([N:22]2[CH:30]=[N:29][C:28]3[C:23]2=[N:24][CH:25]=[N:26][C:27]=3[NH:31][C:32]([NH:34][CH2:35][CH3:36])=[O:33])[O:7]1.[BH4-].[Na+], predict the reaction product. The product is: [CH3:1][O:2][C:3](=[O:37])[CH2:4][CH2:5][CH:6]1[CH:13]2[CH:9]([O:10][CH:11]([CH:14]=[CH:15][C:16]3[CH:17]=[CH:18][CH:19]=[CH:20][CH:21]=3)[O:12]2)[CH:8]([N:22]2[CH:30]=[N:29][C:28]3[C:23]2=[N:24][CH:25]=[N:26][C:27]=3[NH:31][C:32]([NH:34][CH2:35][CH3:36])=[O:33])[O:7]1. (4) Given the reactants Br[C:2]1[CH:7]=[CH:6][C:5]([S:8]([N:11]2[CH2:16][CH2:15][CH:14]([N:17]3[CH2:22][CH2:21][CH:20]([CH3:23])[CH2:19][CH2:18]3)[CH2:13][CH2:12]2)(=[O:10])=[O:9])=[CH:4][CH:3]=1.Br[C:25]1[CH:30]=[CH:29][C:28](S(Cl)(=O)=O)=[CH:27][CH:26]=1.CC1CCN(C2CCNCC2)CC1, predict the reaction product. The product is: [C:2]1([C:25]2[CH:30]=[CH:29][CH:28]=[CH:27][CH:26]=2)[CH:7]=[CH:6][C:5]([S:8]([N:11]2[CH2:16][CH2:15][CH:14]([N:17]3[CH2:22][CH2:21][CH:20]([CH3:23])[CH2:19][CH2:18]3)[CH2:13][CH2:12]2)(=[O:10])=[O:9])=[CH:4][CH:3]=1. (5) Given the reactants [CH2:1]([C:8]1[C:13](=[O:14])[N:12]([C:15]2[CH:20]=[CH:19][CH:18]=[C:17](C(O)=O)[CH:16]=2)[C:11]2[N:24]=[CH:25][CH:26]=[CH:27][C:10]=2[N:9]=1)[C:2]1[CH:7]=[CH:6][CH:5]=[CH:4][CH:3]=1.C1(P([N:42]=[N+]=[N-])(C2C=CC=CC=2)=O)C=CC=CC=1.C(N(CC)CC)C.[C:52]([O:55][CH2:56][CH3:57])(=[O:54])C, predict the reaction product. The product is: [CH2:1]([C:8]1[C:13](=[O:14])[N:12]([C:15]2[CH:20]=[CH:19][CH:18]=[C:17]([NH:42][C:52]([O:55][CH2:56][CH3:57])=[O:54])[CH:16]=2)[C:11]2[N:24]=[CH:25][CH:26]=[CH:27][C:10]=2[N:9]=1)[C:2]1[CH:7]=[CH:6][CH:5]=[CH:4][CH:3]=1. (6) Given the reactants [CH3:1][O:2][C:3]1[CH:4]=[C:5]([NH2:10])[C:6]([NH2:9])=[CH:7][CH:8]=1.[S:11]1[CH:15]=[CH:14][CH:13]=[C:12]1[C:16](=O)[C:17](O)=[O:18], predict the reaction product. The product is: [CH3:1][O:2][C:3]1[CH:4]=[C:5]2[C:6]([N:9]=[C:16]([C:12]3[S:11][CH:15]=[CH:14][CH:13]=3)[C:17](=[O:18])[NH:10]2)=[CH:7][CH:8]=1. (7) Given the reactants [C:1]([C:3]1[CH:8]=[CH:7][C:6]([CH2:9][CH2:10][C:11]([O:13][CH3:14])=[O:12])=[CH:5][CH:4]=1)#[CH:2].Br[C:16]1[CH:21]=[CH:20][CH:19]=[C:18]([CH3:22])[C:17]=1[CH3:23], predict the reaction product. The product is: [CH3:23][C:17]1[C:18]([CH3:22])=[CH:19][CH:20]=[CH:21][C:16]=1[C:2]#[C:1][C:3]1[CH:8]=[CH:7][C:6]([CH2:9][CH2:10][C:11]([O:13][CH3:14])=[O:12])=[CH:5][CH:4]=1. (8) Given the reactants [N+]([CH2:4][C:5]([C:7]1[CH:12]=[CH:11][CH:10]=[CH:9][CH:8]=1)=[O:6])([O-])=O.C([O-])([O-])=O.[K+].[K+].[Cl:19][C:20]1[CH:25]=[CH:24][C:23]([SH:26])=[CH:22][CH:21]=1.O, predict the reaction product. The product is: [Cl:19][C:20]1[CH:25]=[CH:24][C:23]([S:26][C:8]2[CH:9]=[CH:10][CH:11]=[CH:12][C:7]=2[C:5](=[O:6])[CH3:4])=[CH:22][CH:21]=1. (9) The product is: [CH:34]1([C:33]2[C:14]([N:13]([CH2:12][CH2:11][CH2:10][CH2:9][OH:8])[S:37]([CH3:40])(=[O:38])=[O:39])=[CH:15][C:16]3[O:20][C:19]([C:21]4[CH:22]=[CH:23][C:24]([F:27])=[CH:25][CH:26]=4)=[C:18]([C:28](=[NH:31])[NH:29][OH:30])[C:17]=3[CH:32]=2)[CH2:35][CH2:36]1. Given the reactants [Si]([O:8][CH2:9][CH2:10][CH2:11][CH2:12][N:13]([S:37]([CH3:40])(=[O:39])=[O:38])[C:14]1[C:33]([CH:34]2[CH2:36][CH2:35]2)=[CH:32][C:17]2[C:18]([C:28](=[NH:31])[NH:29][OH:30])=[C:19]([C:21]3[CH:26]=[CH:25][C:24]([F:27])=[CH:23][CH:22]=3)[O:20][C:16]=2[CH:15]=1)(C(C)(C)C)(C)C.[F-].C([N+](CCCC)(CCCC)CCCC)CCC, predict the reaction product. (10) Given the reactants [N:1]1[C:10]2[C:5](=[CH:6][CH:7]=[CH:8][CH:9]=2)[C:4]([N:11]2[CH2:16][CH2:15][N:14]([CH2:17][CH2:18][CH2:19][CH2:20][NH2:21])[CH2:13][CH2:12]2)=[CH:3][CH:2]=1.C1N=CN([C:27](N2C=NC=C2)=[O:28])C=1.[C:34]1([N:40]2[CH2:45][CH2:44][NH:43][CH2:42][CH2:41]2)[CH:39]=[CH:38][CH:37]=[CH:36][CH:35]=1, predict the reaction product. The product is: [C:34]1([N:40]2[CH2:45][CH2:44][N:43]([C:27]([NH:21][CH2:20][CH2:19][CH2:18][CH2:17][N:14]3[CH2:13][CH2:12][N:11]([C:4]4[C:5]5[C:10](=[CH:9][CH:8]=[CH:7][CH:6]=5)[N:1]=[CH:2][CH:3]=4)[CH2:16][CH2:15]3)=[O:28])[CH2:42][CH2:41]2)[CH:39]=[CH:38][CH:37]=[CH:36][CH:35]=1.